This data is from Full USPTO retrosynthesis dataset with 1.9M reactions from patents (1976-2016). The task is: Predict the reactants needed to synthesize the given product. (1) Given the product [CH3:28][C@@H:17]1[N:18]([CH3:21])[CH2:19][CH2:20][N:15]([CH:13]2[CH2:12][N:11]([C:9]([O:8][CH2:1][C:2]3[CH:7]=[CH:6][CH:5]=[CH:4][CH:3]=3)=[O:10])[CH2:14]2)[CH2:16]1, predict the reactants needed to synthesize it. The reactants are: [CH2:1]([O:8][C:9]([N:11]1[CH2:14][CH:13]([N:15]2[CH2:20][CH2:19][N:18]([C:21](OC(C)(C)C)=O)[C@@H:17]([CH3:28])[CH2:16]2)[CH2:12]1)=[O:10])[C:2]1[CH:7]=[CH:6][CH:5]=[CH:4][CH:3]=1.C(O)(C(F)(F)F)=O.C=O.C(O[BH-](OC(=O)C)OC(=O)C)(=O)C.[Na+].C(=O)([O-])O.[Na+]. (2) Given the product [F:11][C:12]1[CH:17]=[CH:16][CH:15]=[C:14]([F:18])[C:13]=1[N:19]1[C:24]2[N:25]=[C:26]([NH:37][CH2:38][C:39]([N:1]3[CH2:6][CH2:5][O:4][CH2:3][CH2:2]3)=[O:40])[N:27]=[C:28]([C:29]3[CH:34]=[CH:33][C:32]([F:35])=[CH:31][C:30]=3[CH3:36])[C:23]=2[CH:22]=[CH:21][C:20]1=[O:43], predict the reactants needed to synthesize it. The reactants are: [NH:1]1[CH2:6][CH2:5][O:4][CH2:3][CH2:2]1.C[Al](C)C.[F:11][C:12]1[CH:17]=[CH:16][CH:15]=[C:14]([F:18])[C:13]=1[N:19]1[C:24]2[N:25]=[C:26]([NH:37][CH2:38][C:39](OC)=[O:40])[N:27]=[C:28]([C:29]3[CH:34]=[CH:33][C:32]([F:35])=[CH:31][C:30]=3[CH3:36])[C:23]=2[CH:22]=[CH:21][C:20]1=[O:43]. (3) Given the product [CH3:5]/[C:4](=[CH:12]\[O:11][S:19]([C:16]1[CH:17]=[CH:18][C:13]([CH3:23])=[CH:14][CH:15]=1)(=[O:21])=[O:20])/[C:3]([O:7][CH3:8])=[O:6], predict the reactants needed to synthesize it. The reactants are: [H-].[Na+].[C:3]([O:7][CH3:8])(=[O:6])[CH2:4][CH3:5].C([O:11][CH3:12])=O.[C:13]1([CH3:23])[CH:18]=[CH:17][C:16]([S:19](Cl)(=[O:21])=[O:20])=[CH:15][CH:14]=1. (4) The reactants are: [NH2:1][C@@H:2]([C:5]([OH:7])=[O:6])[CH2:3][SH:4].[CH3:8][N:9]1[C:18]2[C:13](=[C:14]3[S:21][C:20]([C:22]#N)=[N:19][C:15]3=[CH:16][CH:17]=2)[CH2:12][CH2:11][CH2:10]1. Given the product [CH3:8][N:9]1[C:18]2[C:13](=[C:14]3[S:21][C:20]([C:22]4[S:4][CH2:3][CH:2]([C:5]([OH:7])=[O:6])[N:1]=4)=[N:19][C:15]3=[CH:16][CH:17]=2)[CH2:12][CH2:11][CH2:10]1, predict the reactants needed to synthesize it. (5) Given the product [CH3:36][NH:35][C:33]([C@@H:32]([NH:31][C:26]([C:22]1[C:21]([CH3:29])=[CH:20][C:19]([C:15]2[CH:16]=[CH:17][CH:18]=[C:13]([NH:12][S:9]([C:5]3[CH:6]=[C:7]([CH3:8])[C:2]([Cl:1])=[CH:3][C:4]=3[CH3:30])(=[O:11])=[O:10])[CH:14]=2)=[CH:24][C:23]=1[CH3:25])=[O:27])[CH3:37])=[O:34], predict the reactants needed to synthesize it. The reactants are: [Cl:1][C:2]1[C:7]([CH3:8])=[CH:6][C:5]([S:9]([NH:12][C:13]2[CH:14]=[C:15]([C:19]3[CH:24]=[C:23]([CH3:25])[C:22]([C:26](O)=[O:27])=[C:21]([CH3:29])[CH:20]=3)[CH:16]=[CH:17][CH:18]=2)(=[O:11])=[O:10])=[C:4]([CH3:30])[CH:3]=1.[NH2:31][C@@H:32]([CH3:37])[C:33]([NH:35][CH3:36])=[O:34]. (6) The reactants are: [Si:1]([O:8][C@H:9]([CH2:16][CH:17]=[CH2:18])[CH2:10][C:11]([O:13]CC)=[O:12])([C:4]([CH3:7])([CH3:6])[CH3:5])([CH3:3])[CH3:2].[OH-].[K+]. Given the product [Si:1]([O:8][C@H:9]([CH2:16][CH:17]=[CH2:18])[CH2:10][C:11]([OH:13])=[O:12])([C:4]([CH3:7])([CH3:6])[CH3:5])([CH3:2])[CH3:3], predict the reactants needed to synthesize it. (7) Given the product [Cl:1][C:2]1[CH:15]=[C:14]([F:16])[C:13]([N:17]2[C:22](=[O:23])[CH:21]=[C:20]([C:24]([F:27])([F:26])[F:25])[N:19]([CH3:28])[C:18]2=[O:29])=[CH:12][C:3]=1[O:4][C:5]1[C:6]([O:11][CH2:44][C:45]([O:47][CH2:48][CH3:49])=[O:46])=[N:7][CH:8]=[CH:9][CH:10]=1, predict the reactants needed to synthesize it. The reactants are: [Cl:1][C:2]1[CH:15]=[C:14]([F:16])[C:13]([N:17]2[C:22](=[O:23])[CH:21]=[C:20]([C:24]([F:27])([F:26])[F:25])[N:19]([CH3:28])[C:18]2=[O:29])=[CH:12][C:3]=1[O:4][C:5]1[C:6](=[O:11])[NH:7][CH:8]=[CH:9][CH:10]=1.FC(F)(F)S(O)(=O)=O.ClCCCl.[N+](=[CH:44][C:45]([O:47][CH2:48][CH3:49])=[O:46])=[N-]. (8) Given the product [NH2:14][C:12]1[CH:11]=[CH:10][CH:9]=[C:8]2[C:13]=1[C:2](=[O:1])[C:6]1([NH:18][C:19]([C:21]3[CH:30]=[CH:29][C:28]4[C:23](=[CH:24][CH:25]=[CH:26][CH:27]=4)[CH:22]=3)=[O:20])[C:5]3[CH:31]=[CH:32][C:33]([CH:35]([CH3:36])[CH3:37])=[CH:34][C:4]=3[O:3][C:7]12[OH:17], predict the reactants needed to synthesize it. The reactants are: [OH:1][C:2]12[C:13]3[C:8](=[CH:9][CH:10]=[CH:11][C:12]=3[N+:14]([O-])=O)[C:7](=[O:17])[C:6]1([NH:18][C:19]([C:21]1[CH:30]=[CH:29][C:28]3[C:23](=[CH:24][CH:25]=[CH:26][CH:27]=3)[CH:22]=1)=[O:20])[C:5]1[CH:31]=[CH:32][C:33]([CH:35]([CH3:37])[CH3:36])=[CH:34][C:4]=1[O:3]2. (9) Given the product [CH3:26][C:24]([O:27][C:28]([NH:30][N:31]([C:9]1([CH2:6][CH2:7][CH3:8])[CH2:17][C:16]2[C:11](=[CH:12][CH:13]=[C:14]([C:18]([F:20])([F:21])[F:19])[CH:15]=2)[C:10]1=[O:22])[C:32]([O:34][C:35]([CH3:38])([CH3:37])[CH3:36])=[O:33])=[O:29])([CH3:23])[CH3:25], predict the reactants needed to synthesize it. The reactants are: [Li]CCCC.[CH2:6]([CH:9]1[CH2:17][C:16]2[C:11](=[CH:12][CH:13]=[C:14]([C:18]([F:21])([F:20])[F:19])[CH:15]=2)[C:10]1=[O:22])[CH2:7][CH3:8].[CH3:23][C:24]([O:27][C:28](/[N:30]=[N:31]/[C:32]([O:34][C:35]([CH3:38])([CH3:37])[CH3:36])=[O:33])=[O:29])([CH3:26])[CH3:25].O. (10) Given the product [CH:4]1[C:5]2[C:6]3[C:11](=[CH:10][CH:9]=[C:8]([OH:21])[CH:7]=3)[C:12]3[C:17](=[CH:16][CH:15]=[CH:14][CH:13]=3)[C:18]=2[CH:19]=[CH:20][C:3]=1[OH:2], predict the reactants needed to synthesize it. The reactants are: C[O:2][C:3]1[CH:20]=[CH:19][C:18]2[C:17]3[C:12](=[CH:13][CH:14]=[CH:15][CH:16]=3)[C:11]3[C:6](=[CH:7][C:8]([O:21]C)=[CH:9][CH:10]=3)[C:5]=2[CH:4]=1.Cl.N1C=CC=CC=1.